Predict the reactants needed to synthesize the given product. From a dataset of Full USPTO retrosynthesis dataset with 1.9M reactions from patents (1976-2016). (1) Given the product [CH3:1][C:2]1([CH3:19])[C:3](=[O:4])[NH:22][N:21]=[C:8]1[C:10]1[CH:15]=[CH:14][C:13]([N+:16]([O-:18])=[O:17])=[CH:12][CH:11]=1, predict the reactants needed to synthesize it. The reactants are: [CH3:1][C:2]([CH3:19])([C:8]([C:10]1[CH:15]=[CH:14][C:13]([N+:16]([O-:18])=[O:17])=[CH:12][CH:11]=1)=O)[C:3](OCC)=[O:4].O.[NH2:21][NH2:22]. (2) Given the product [C:6]([NH:5][NH:4][C:1](=[O:3])[N:14]([CH3:16])[CH3:15])(=[O:13])[C:7]1[CH:12]=[CH:11][CH:10]=[CH:9][CH:8]=1, predict the reactants needed to synthesize it. The reactants are: [C:1]([NH:4][NH:5][C:6](=[O:13])[C:7]1[CH:12]=[CH:11][CH:10]=[CH:9][CH:8]=1)(=[O:3])C.[N:14](C(Cl)=O)([CH3:16])[CH3:15].